Dataset: Reaction yield outcomes from USPTO patents with 853,638 reactions. Task: Predict the reaction yield, written as a fraction of the theoretical maximum amount of product (1.0 means a 100% yield; for example, 0.34 means a 34% yield). (1) The reactants are [CH:1]1[C:13]2[C:12]3[CH:11]=[CH:10][CH:9]=[CH:8][C:7]=3[NH:6][C:5]=2[CH:4]=[CH:3][N:2]=1.[C:14](#[N:17])[CH:15]=[CH2:16].[OH-].[CH2:19]([N+](C)(C)C)C1C=CC=CC=1. The catalyst is C1C=CC=CC=1. The product is [CH3:19][N:2]1[CH2:3][CH2:4][C:5]2[N:6]([CH2:16][CH2:15][C:14]#[N:17])[C:7]3[CH:8]=[CH:9][CH:10]=[CH:11][C:12]=3[C:13]=2[CH2:1]1. The yield is 0.800. (2) The reactants are [NH2:1][C:2]1[CH:25]=[CH:24][C:23]([N:26]2[CH2:31][CH2:30][CH2:29][CH2:28][CH2:27]2)=[CH:22][C:3]=1[C:4]([NH:6][C:7]1[CH:11]=[CH:10][N:9]([C:12]2[CH:17]=[CH:16][CH:15]=[C:14]([C:18]([F:21])([F:20])[F:19])[CH:13]=2)[N:8]=1)=[O:5].[CH2:32]([N:34]([CH2:49][CH3:50])[CH2:35][CH2:36][N:37]([CH2:39][C:40]1[CH:48]=[CH:47][C:43]([C:44](O)=[O:45])=[CH:42][CH:41]=1)[CH3:38])[CH3:33].CCN=C=NCCCN(C)C.Cl. The catalyst is ClCCl.CN(C)C1C=CN=CC=1. The product is [CH2:49]([N:34]([CH2:32][CH3:33])[CH2:35][CH2:36][N:37]([CH2:39][C:40]1[CH:41]=[CH:42][C:43]([C:44]([NH:1][C:2]2[CH:25]=[CH:24][C:23]([N:26]3[CH2:31][CH2:30][CH2:29][CH2:28][CH2:27]3)=[CH:22][C:3]=2[C:4]([NH:6][C:7]2[CH:11]=[CH:10][N:9]([C:12]3[CH:17]=[CH:16][CH:15]=[C:14]([C:18]([F:20])([F:21])[F:19])[CH:13]=3)[N:8]=2)=[O:5])=[O:45])=[CH:47][CH:48]=1)[CH3:38])[CH3:50]. The yield is 0.310. (3) The reactants are [Na].C[CH:3]([CH3:9])[CH:4]([CH:7]=O)[C:5]#[N:6].Cl.[NH2:11][C:12]1[S:13][CH:14]=[CH:15]C=1. The catalyst is CO. The product is [S:13]1[C:12]2=[N:11][CH:7]=[C:4]([C:5]#[N:6])[CH:3]=[C:9]2[CH:15]=[CH:14]1. The yield is 0.240. (4) The reactants are [N:1]#N.[CH:3]1([N:6]2[CH2:11][CH2:10][C:9]([S:19]([C:22]3[CH:27]=[CH:26][C:25]([C:28]4[CH:33]=[CH:32][C:31]([O:34][C:35]([F:40])([F:39])[CH:36]([F:38])[F:37])=[CH:30][CH:29]=4)=[CH:24][CH:23]=3)(=[O:21])=[O:20])([C:12]([O:14]C(C)(C)C)=O)[CH2:8][CH2:7]2)[CH2:5][CH2:4]1.C(N1C[CH2:52][C:51](S(C2C=CC(C3C=CC(OC(F)(F)C(F)F)=CC=3)=CC=2)(=O)=O)([C:54]([O:56][C:57]([CH3:60])(C)C)=[O:55])CC1)C1C=CC=CC=1.C([O-])([O-])=O.[Na+].[Na+]. The catalyst is C(OCC)(=O)C.C1C=CC(P(C2C=CC=CC=2)[C-]2C=CC=C2)=CC=1.C1C=CC(P(C2C=CC=CC=2)[C-]2C=CC=C2)=CC=1.Cl[Pd]Cl.[Fe+2].C(O)C.C1(C)C=CC=CC=1.O. The product is [CH:3]1([N:6]2[CH2:11][CH2:10][C:9]([S:19]([C:22]3[CH:23]=[CH:24][C:25]([C:28]4[CH:29]=[CH:30][C:31]([O:34][C:35]([F:39])([F:40])[CH:36]([F:38])[F:37])=[CH:32][CH:33]=4)=[CH:26][CH:27]=3)(=[O:20])=[O:21])([C:12]([NH:1][O:55][CH:54]3[CH2:51][CH2:52][CH2:60][CH2:57][O:56]3)=[O:14])[CH2:8][CH2:7]2)[CH2:5][CH2:4]1. The yield is 0.570.